Dataset: Forward reaction prediction with 1.9M reactions from USPTO patents (1976-2016). Task: Predict the product of the given reaction. (1) Given the reactants [F:1][C:2]1[CH:3]=[C:4]2[C:10]([C:11]([O:13][CH3:14])=[O:12])=[N:9][N:8](COCC[Si](C)(C)C)[C:5]2=[N:6][CH:7]=1.Cl, predict the reaction product. The product is: [F:1][C:2]1[CH:3]=[C:4]2[C:10]([C:11]([O:13][CH3:14])=[O:12])=[N:9][NH:8][C:5]2=[N:6][CH:7]=1. (2) Given the reactants [CH3:1][NH:2][C:3]1[CH:4]=[N:5][CH:6]=[CH:7][C:8]=1[C:9]1[CH:14]=[CH:13][CH:12]=[CH:11][C:10]=1[O:15][C:16]([F:19])([F:18])[F:17].[CH3:20][S:21]([C:24]1[CH:25]=[C:26]([CH:30]=[C:31]([C:33]([F:36])([F:35])[F:34])[CH:32]=1)[C:27]([OH:29])=O)(=[O:23])=[O:22], predict the reaction product. The product is: [CH3:20][S:21]([C:24]1[CH:25]=[C:26]([CH:30]=[C:31]([C:33]([F:36])([F:35])[F:34])[CH:32]=1)[C:27]([N:2]([CH3:1])[C:3]1[CH:4]=[N:5][CH:6]=[CH:7][C:8]=1[C:9]1[CH:14]=[CH:13][CH:12]=[CH:11][C:10]=1[O:15][C:16]([F:19])([F:17])[F:18])=[O:29])(=[O:22])=[O:23]. (3) Given the reactants [F:1][C:2]([F:22])([C:6]([F:21])([F:20])[C:7]([F:19])([F:18])[C:8]([F:17])([F:16])[C:9]([F:15])([F:14])[C:10]([F:13])([F:12])[F:11])[C:3]([OH:5])=[O:4].[CH3:23]O.S(=O)(=O)(O)O, predict the reaction product. The product is: [F:1][C:2]([F:22])([C:6]([F:20])([F:21])[C:7]([F:18])([F:19])[C:8]([F:17])([F:16])[C:9]([F:14])([F:15])[C:10]([F:13])([F:12])[F:11])[C:3]([O:5][CH3:23])=[O:4]. (4) Given the reactants [CH2:1]([O:3][C:4](=[O:15])[CH2:5][C:6](=O)[CH2:7][C@H:8]([CH3:13])[CH2:9][CH2:10][CH2:11][CH3:12])[CH3:2].C([O-])(=O)C.[NH4+:20], predict the reaction product. The product is: [CH2:1]([O:3][C:4](=[O:15])/[CH:5]=[C:6](\[NH2:20])/[CH2:7][C@H:8]([CH3:13])[CH2:9][CH2:10][CH2:11][CH3:12])[CH3:2]. (5) The product is: [F:4][C:3]([F:6])([F:5])[C:1]([OH:7])=[O:2].[NH2:14][C@H:15]([CH:43]([CH3:45])[CH3:44])[C:16]([NH:18][NH:19][C:20](=[O:42])/[CH:21]=[CH:22]\[N:23]1[CH:27]=[N:26][C:25]([C:28]2[CH:29]=[C:30]([C:38]([F:40])([F:41])[F:39])[CH:31]=[C:32]([C:34]([F:36])([F:35])[F:37])[CH:33]=2)=[N:24]1)=[O:17]. Given the reactants [C:1]([OH:7])([C:3]([F:6])([F:5])[F:4])=[O:2].C(OC(=O)[NH:14][C@H:15]([CH:43]([CH3:45])[CH3:44])[C:16]([NH:18][NH:19][C:20](=[O:42])/[CH:21]=[CH:22]\[N:23]1[CH:27]=[N:26][C:25]([C:28]2[CH:33]=[C:32]([C:34]([F:37])([F:36])[F:35])[CH:31]=[C:30]([C:38]([F:41])([F:40])[F:39])[CH:29]=2)=[N:24]1)=[O:17])(C)(C)C, predict the reaction product. (6) Given the reactants [Cl:1][C:2]1[CH:3]=[C:4]2[C:8](=[CH:9][CH:10]=1)[N:7]([CH2:11][CH:12]([CH3:14])[CH3:13])[CH:6]=[C:5]2[CH:15]=O.Cl.[CH2:18]([O:20][C:21](=[O:26])[C@H:22]([CH2:24][SH:25])[NH2:23])[CH3:19], predict the reaction product. The product is: [Cl:1][C:2]1[CH:3]=[C:4]2[C:8](=[CH:9][CH:10]=1)[N:7]([CH2:11][CH:12]([CH3:13])[CH3:14])[CH:6]=[C:5]2[CH:15]1[NH:23][CH:22]([C:21]([O:20][CH2:18][CH3:19])=[O:26])[CH2:24][S:25]1. (7) Given the reactants [C:1]([O:5][C:6]([N:8]1[CH2:13][CH2:12][N:11]([CH2:14][C:15]2[O:19][C:18]([C:20]([O-:22])=O)=[CH:17][CH:16]=2)[CH2:10][CH2:9]1)=[O:7])([CH3:4])([CH3:3])[CH3:2].[Na+].[CH3:24][C:25]([NH2:28])([CH3:27])[CH3:26].C(N(CC)CC)C.CCCP1(OP(CCC)(=O)OP(CCC)(=O)O1)=O, predict the reaction product. The product is: [C:25]([NH:28][C:20]([C:18]1[O:19][C:15]([CH2:14][N:11]2[CH2:12][CH2:13][N:8]([C:6]([O:5][C:1]([CH3:2])([CH3:3])[CH3:4])=[O:7])[CH2:9][CH2:10]2)=[CH:16][CH:17]=1)=[O:22])([CH3:27])([CH3:26])[CH3:24].